From a dataset of Forward reaction prediction with 1.9M reactions from USPTO patents (1976-2016). Predict the product of the given reaction. (1) Given the reactants Br[C:2]1[CH:7]=[CH:6][C:5]([C:8]([N:10]2[CH2:15][CH2:14][N:13]([C:16]3[C:21]([CH3:22])=[CH:20][C:19]([CH:23]4[CH2:25][CH2:24]4)=[CH:18][N:17]=3)[CH2:12][CH2:11]2)=[O:9])=[C:4]([F:26])[CH:3]=1.[CH3:27][N:28]1[C:32](=[O:33])[CH:31]([CH3:34])[NH:30][C:29]1=[O:35], predict the reaction product. The product is: [CH:23]1([C:19]2[CH:20]=[C:21]([CH3:22])[C:16]([N:13]3[CH2:14][CH2:15][N:10]([C:8]([C:5]4[CH:6]=[CH:7][C:2]([N:30]5[CH:31]([CH3:34])[C:32](=[O:33])[N:28]([CH3:27])[C:29]5=[O:35])=[CH:3][C:4]=4[F:26])=[O:9])[CH2:11][CH2:12]3)=[N:17][CH:18]=2)[CH2:25][CH2:24]1. (2) Given the reactants [OH:1][C@:2]([C@H:9]1[CH2:13][N:12]([C@H](C2C=CC(OC)=CC=2)C)[C:11](=[O:24])[CH2:10]1)([C:4]1[S:5][CH:6]=[CH:7][N:8]=1)[CH3:3], predict the reaction product. The product is: [OH:1][C@:2]([C@H:9]1[CH2:13][NH:12][C:11](=[O:24])[CH2:10]1)([C:4]1[S:5][CH:6]=[CH:7][N:8]=1)[CH3:3].